Dataset: Reaction yield outcomes from USPTO patents with 853,638 reactions. Task: Predict the reaction yield, written as a fraction of the theoretical maximum amount of product (1.0 means a 100% yield; for example, 0.34 means a 34% yield). (1) The reactants are ClC(OC(Cl)C)=O.[CH2:8]([N:15](C)[CH2:16][CH2:17][C@@H:18]([O:22][C:23]1[CH:28]=[CH:27][CH:26]=[CH:25][C:24]=1[C:29]([F:32])([F:31])[F:30])[CH2:19][CH2:20][CH3:21])C1C=CC=CC=1.N. The catalyst is ClCCCl.CO. The product is [CH3:8][NH:15][CH2:16][CH2:17][C@@H:18]([O:22][C:23]1[CH:28]=[CH:27][CH:26]=[CH:25][C:24]=1[C:29]([F:30])([F:31])[F:32])[CH2:19][CH2:20][CH3:21]. The yield is 0.740. (2) The reactants are [H-].[Na+].[C:3]([O:7][C:8]([N:10]1[CH2:15][CH2:14][C:13]([C:24]2[CH:29]=[CH:28][C:27]([I:30])=[CH:26][CH:25]=2)([CH2:16][NH:17][C:18](=[O:23])[C:19]([F:22])([F:21])[F:20])[CH2:12][CH2:11]1)=[O:9])([CH3:6])([CH3:5])[CH3:4].[CH3:31]I. The catalyst is CN(C=O)C.CCOC(C)=O. The product is [C:3]([O:7][C:8]([N:10]1[CH2:15][CH2:14][C:13]([C:24]2[CH:29]=[CH:28][C:27]([I:30])=[CH:26][CH:25]=2)([CH2:16][N:17]([CH3:31])[C:18](=[O:23])[C:19]([F:22])([F:21])[F:20])[CH2:12][CH2:11]1)=[O:9])([CH3:6])([CH3:4])[CH3:5]. The yield is 0.720.